This data is from Aqueous solubility values for 9,982 compounds from the AqSolDB database. The task is: Regression/Classification. Given a drug SMILES string, predict its absorption, distribution, metabolism, or excretion properties. Task type varies by dataset: regression for continuous measurements (e.g., permeability, clearance, half-life) or binary classification for categorical outcomes (e.g., BBB penetration, CYP inhibition). For this dataset (solubility_aqsoldb), we predict Y. (1) The drug is CC(O)C(=O)O. The Y is 1.05 log mol/L. (2) The Y is -4.25 log mol/L. The drug is CCCOC(=O)COc1ccc(Cl)cc1Cl. (3) The compound is CCC(C)(S(=O)(=O)CC)S(=O)(=O)CC. The Y is -1.91 log mol/L. (4) The molecule is CCCC1(CC)C(=O)NC(=O)NC1=O. The Y is -1.49 log mol/L.